From a dataset of Peptide-MHC class I binding affinity with 185,985 pairs from IEDB/IMGT. Regression. Given a peptide amino acid sequence and an MHC pseudo amino acid sequence, predict their binding affinity value. This is MHC class I binding data. (1) The peptide sequence is HVVNYNGLL. The MHC is HLA-B46:01 with pseudo-sequence HLA-B46:01. The binding affinity (normalized) is 0.0847. (2) The peptide sequence is IFQVWQRSW. The MHC is Mamu-B3901 with pseudo-sequence Mamu-B3901. The binding affinity (normalized) is 0.427. (3) The peptide sequence is ALRSRWRAL. The MHC is HLA-B15:01 with pseudo-sequence HLA-B15:01. The binding affinity (normalized) is 0.425. (4) The peptide sequence is FLPGQYMNI. The MHC is HLA-A30:01 with pseudo-sequence HLA-A30:01. The binding affinity (normalized) is 0.0847. (5) The peptide sequence is SFYVNRGFK. The MHC is HLA-B08:01 with pseudo-sequence HLA-B08:01. The binding affinity (normalized) is 0.0847. (6) The peptide sequence is VELVAEMDG. The MHC is HLA-B45:01 with pseudo-sequence HLA-B45:01. The binding affinity (normalized) is 0.0490. (7) The peptide sequence is AYSPFAFKK. The MHC is HLA-B58:01 with pseudo-sequence HLA-B58:01. The binding affinity (normalized) is 0.0847. (8) The peptide sequence is HIIDSFNIR. The MHC is HLA-A30:01 with pseudo-sequence HLA-A30:01. The binding affinity (normalized) is 0.233. (9) The peptide sequence is NHINMELSL. The MHC is Mamu-A07 with pseudo-sequence Mamu-A07. The binding affinity (normalized) is 1.00. (10) The peptide sequence is QMYVNRNEI. The MHC is H-2-Kb with pseudo-sequence H-2-Kb. The binding affinity (normalized) is 0.263.